This data is from NCI-60 drug combinations with 297,098 pairs across 59 cell lines. The task is: Regression. Given two drug SMILES strings and cell line genomic features, predict the synergy score measuring deviation from expected non-interaction effect. (1) Drug 2: CN(C(=O)NC(C=O)C(C(C(CO)O)O)O)N=O. Synergy scores: CSS=3.17, Synergy_ZIP=-3.33, Synergy_Bliss=-2.67, Synergy_Loewe=-0.162, Synergy_HSA=-0.0912. Drug 1: C1=CN(C(=O)N=C1N)C2C(C(C(O2)CO)O)O.Cl. Cell line: NCI-H226. (2) Drug 1: CC12CCC(CC1=CCC3C2CCC4(C3CC=C4C5=CN=CC=C5)C)O. Drug 2: B(C(CC(C)C)NC(=O)C(CC1=CC=CC=C1)NC(=O)C2=NC=CN=C2)(O)O. Cell line: OVCAR-8. Synergy scores: CSS=-0.0470, Synergy_ZIP=-0.792, Synergy_Bliss=-2.66, Synergy_Loewe=-3.02, Synergy_HSA=-3.74.